From a dataset of Full USPTO retrosynthesis dataset with 1.9M reactions from patents (1976-2016). Predict the reactants needed to synthesize the given product. (1) Given the product [C:9]([CH2:10][CH2:11][NH:7][CH:4]1[CH2:5][CH2:6][CH:1]([NH:8][CH2:2][CH2:3][C:4]#[N:7])[CH2:2][CH2:3]1)#[N:12], predict the reactants needed to synthesize it. The reactants are: [CH:1]1([NH2:8])[CH2:6][CH2:5][CH:4]([NH2:7])[CH2:3][CH2:2]1.[C:9](#[N:12])[CH:10]=[CH2:11]. (2) Given the product [OH:24][N:23]([C:25]1[CH:30]=[CH:29][CH:28]=[CH:27][CH:26]=1)[C:14](=[O:15])/[C:13](/[CH3:12])=[CH:16]/[C:17]1[CH:22]=[CH:21][CH:20]=[CH:19][CH:18]=1, predict the reactants needed to synthesize it. The reactants are: C1CCN2C(=NCCC2)CC1.[CH3:12]/[C:13](=[CH:16]\[C:17]1[CH:22]=[CH:21][CH:20]=[CH:19][CH:18]=1)/[CH:14]=[O:15].[N:23]([C:25]1[CH:30]=[CH:29][CH:28]=[CH:27][CH:26]=1)=[O:24]. (3) Given the product [Br:1][C:2]1[CH:7]=[CH:6][C:5]([C:8]([OH:11])([C:13]#[C:14][CH3:15])[CH2:9][Cl:10])=[C:4]([Cl:12])[CH:3]=1, predict the reactants needed to synthesize it. The reactants are: [Br:1][C:2]1[CH:7]=[CH:6][C:5]([C:8](=[O:11])[CH2:9][Cl:10])=[C:4]([Cl:12])[CH:3]=1.[C:13]([Mg]Br)#[C:14][CH3:15]. (4) Given the product [NH2:29][CH2:28][CH2:27][S:26][C:23]1[S:22][C:21]([NH:20][C:19]([N:8]2[C:5]3[C:4](=[CH:3][C:2]([Cl:1])=[CH:7][CH:6]=3)[C:10]3([CH2:14][CH2:13][N:12]([C:15]([O:17][CH3:18])=[O:16])[CH2:11]3)[CH2:9]2)=[O:40])=[N:25][CH:24]=1, predict the reactants needed to synthesize it. The reactants are: [Cl:1][C:2]1[CH:3]=[C:4]2[C:10]3([CH2:14][CH2:13][N:12]([C:15]([O:17][CH3:18])=[O:16])[CH2:11]3)[CH2:9][N:8]([C:19](=[O:40])[NH:20][C:21]3[S:22][C:23]([S:26][CH2:27][CH2:28][N:29]4C(=O)C5C(=CC=CC=5)C4=O)=[CH:24][N:25]=3)[C:5]2=[CH:6][CH:7]=1.O.NN. (5) Given the product [OH:2][C:3]1[CH:4]=[C:5]([C:10]([CH:12]2[C@:21]3([CH3:22])[C@H:16]([C:17]([CH3:24])([CH3:23])[CH2:18][CH2:19][CH2:20]3)[CH2:15][C@@H:14]([OH:25])[C@@H:13]2[CH3:26])=[O:11])[CH:6]=[C:7]([CH3:9])[CH:8]=1, predict the reactants needed to synthesize it. The reactants are: C[O:2][C:3]1[CH:4]=[C:5]([C:10]([C@@H:12]2[C@:21]3([CH3:22])[C@H:16]([C:17]([CH3:24])([CH3:23])[CH2:18][CH2:19][CH2:20]3)[CH2:15][C@@H:14]([OH:25])[C@@H:13]2[CH3:26])=[O:11])[CH:6]=[C:7]([CH3:9])[CH:8]=1. (6) Given the product [CH3:36][O:35][C:27]1[CH:26]=[CH:25][C:24]([O:12][CH2:11][CH2:10][CH2:9][C:8]2[C:4]([CH2:1][CH2:2][CH3:3])=[N:5][N:6]([C:13]3[CH:18]=[CH:17][C:16]([C:19]([F:21])([F:20])[F:22])=[CH:15][N:14]=3)[CH:7]=2)=[CH:29][C:28]=1[CH2:30][C:31]([OH:33])=[O:32], predict the reactants needed to synthesize it. The reactants are: [CH2:1]([C:4]1[C:8]([CH2:9][CH2:10][CH2:11][OH:12])=[CH:7][N:6]([C:13]2[CH:18]=[CH:17][C:16]([C:19]([F:22])([F:21])[F:20])=[CH:15][N:14]=2)[N:5]=1)[CH2:2][CH3:3].O[C:24]1[CH:25]=[CH:26][C:27]([O:35][CH3:36])=[C:28]([CH2:30][C:31]([O:33]C)=[O:32])[CH:29]=1.C(P(CCCC)CCCC)CCC.N(C(N1CCCCC1)=O)=NC(N1CCCCC1)=O. (7) Given the product [C:1]([C:4]1[C:5]([C:24]2[CH:25]=[CH:26][C:27]([F:28])=[C:22]([Cl:21])[CH:23]=2)=[N:6][N:7]2[CH2:12][CH2:11][N:10]([C:13]([O:15][C:16]([CH3:19])([CH3:18])[CH3:17])=[O:14])[CH2:9][C:8]=12)(=[O:3])[NH2:2], predict the reactants needed to synthesize it. The reactants are: [C:1]([C:4]1[C:5](I)=[N:6][N:7]2[CH2:12][CH2:11][N:10]([C:13]([O:15][C:16]([CH3:19])([CH3:18])[CH3:17])=[O:14])[CH2:9][C:8]=12)(=[O:3])[NH2:2].[Cl:21][C:22]1[CH:23]=[C:24](B(O)O)[CH:25]=[CH:26][C:27]=1[F:28].[O-]P([O-])([O-])=O.[K+].[K+].[K+]. (8) Given the product [CH:1]([O:4][C:5]([N:7]1[CH:12]([CH2:13][CH3:14])[CH2:11][CH:10]([N:15]([CH2:16][C:17]2[CH:22]=[C:21]([C:23]([F:26])([F:25])[F:24])[CH:20]=[C:19]([Cl:27])[CH:18]=2)[C:28]2[N:33]=[CH:32][C:31]([C:39]3[CH:40]=[CH:41][O:37][CH:38]=3)=[CH:30][N:29]=2)[CH2:9][CH:8]1[CH2:35][CH3:36])=[O:6])([CH3:3])[CH3:2], predict the reactants needed to synthesize it. The reactants are: [CH:1]([O:4][C:5]([N:7]1[CH:12]([CH2:13][CH3:14])[CH2:11][CH:10]([N:15]([C:28]2[N:33]=[CH:32][C:31](Br)=[CH:30][N:29]=2)[CH2:16][C:17]2[CH:22]=[C:21]([C:23]([F:26])([F:25])[F:24])[CH:20]=[C:19]([Cl:27])[CH:18]=2)[CH2:9][CH:8]1[CH2:35][CH3:36])=[O:6])([CH3:3])[CH3:2].[O:37]1[CH:41]=[CH:40][C:39](B2OC(C)(C)C(C)(C)O2)=[CH:38]1.C(=O)([O-])O.[Na+]. (9) Given the product [CH2:24]([O:26][C:27](=[O:48])[C:28]([O:31][C:32]1[CH:33]=[CH:34][C:35]([O:38][CH2:39][CH2:40][CH:41]([O:23][C:16]2[CH:17]=[CH:18][C:19]([CH2:21][CH3:22])=[CH:20][C:15]=2[C:13]([CH:7]2[CH2:8][CH2:9][CH2:10][CH2:11][CH2:12]2)=[O:14])[CH3:42])=[CH:36][CH:37]=1)([CH3:29])[CH3:30])[CH3:25], predict the reactants needed to synthesize it. The reactants are: C(=O)([O-])[O-].[Cs+].[Cs+].[CH:7]1([C:13]([C:15]2[CH:20]=[C:19]([CH2:21][CH3:22])[CH:18]=[CH:17][C:16]=2[OH:23])=[O:14])[CH2:12][CH2:11][CH2:10][CH2:9][CH2:8]1.[CH2:24]([O:26][C:27](=[O:48])[C:28]([O:31][C:32]1[CH:37]=[CH:36][C:35]([O:38][CH2:39][CH2:40][CH:41](OS(C)(=O)=O)[CH3:42])=[CH:34][CH:33]=1)([CH3:30])[CH3:29])[CH3:25].